Predict the product of the given reaction. From a dataset of Forward reaction prediction with 1.9M reactions from USPTO patents (1976-2016). Given the reactants [Cl:1][C:2]1[N:10](CC=C)[C:9]2[C:8](=[O:14])[NH:7][C:6](=[O:15])[N:5]([CH2:16][CH2:17][CH:18]([CH3:20])[CH3:19])[C:4]=2[N:3]=1.N1CCOCC1.Cl.C(OCC)C, predict the reaction product. The product is: [Cl:1][C:2]1[NH:10][C:9]2[C:8](=[O:14])[NH:7][C:6](=[O:15])[N:5]([CH2:16][CH2:17][CH:18]([CH3:20])[CH3:19])[C:4]=2[N:3]=1.